Dataset: Full USPTO retrosynthesis dataset with 1.9M reactions from patents (1976-2016). Task: Predict the reactants needed to synthesize the given product. Given the product [C:26]([C:23]1[CH:24]=[CH:25][C:20]([O:19][CH:14]2[C:15]([CH3:18])([CH3:17])[CH2:16][N:12]([CH2:11][C:8]3[O:7][C:6]([C:4]([OH:5])=[O:3])=[CH:10][CH:9]=3)[C:13]2=[O:32])=[CH:21][C:22]=1[C:28]([F:31])([F:30])[F:29])#[N:27], predict the reactants needed to synthesize it. The reactants are: C([O:3][C:4]([C:6]1[O:7][C:8]([CH2:11][N:12]2[CH2:16][C:15]([CH3:18])([CH3:17])[CH:14]([O:19][C:20]3[CH:25]=[CH:24][C:23]([C:26]#[N:27])=[C:22]([C:28]([F:31])([F:30])[F:29])[CH:21]=3)[C:13]2=[O:32])=[CH:9][CH:10]=1)=[O:5])C.[OH-].[Na+].Cl.